Dataset: Forward reaction prediction with 1.9M reactions from USPTO patents (1976-2016). Task: Predict the product of the given reaction. (1) Given the reactants Br[CH:2]([C:9](=O)[C:10]1[CH:15]=[CH:14][CH:13]=[CH:12][CH:11]=1)[CH2:3][CH2:4][C:5]([O:7][CH3:8])=[O:6].[NH2:17][C:18]([NH2:20])=[S:19], predict the reaction product. The product is: [NH2:20][C:18]1[S:19][C:2]([CH2:3][CH2:4][C:5]([O:7][CH3:8])=[O:6])=[C:9]([C:10]2[CH:15]=[CH:14][CH:13]=[CH:12][CH:11]=2)[N:17]=1. (2) Given the reactants [OH:1][CH2:2][CH:3]([NH:16][C:17](=[O:23])[O:18][C:19]([CH3:22])([CH3:21])[CH3:20])[CH2:4][NH:5]C(=O)OCC1C=CC=CC=1.[H][H], predict the reaction product. The product is: [NH2:5][CH2:4][CH:3]([NH:16][C:17](=[O:23])[O:18][C:19]([CH3:21])([CH3:20])[CH3:22])[CH2:2][OH:1]. (3) Given the reactants C1[O:3]C1.[CH3:4][CH2:5][CH2:6][CH2:7][CH2:8][CH2:9][CH2:10][CH2:11][CH2:12][C:13]1[CH:14]=[CH:15][C:16](O)=[CH:17][CH:18]=1, predict the reaction product. The product is: [CH2:12]([C:13]1([OH:3])[CH2:14][CH2:15][CH2:16][CH2:17][CH2:18]1)[CH2:11][CH2:10][CH2:9][CH2:8][CH2:7][CH2:6][CH2:5][CH3:4].